This data is from Catalyst prediction with 721,799 reactions and 888 catalyst types from USPTO. The task is: Predict which catalyst facilitates the given reaction. (1) Reactant: Br[C:2]1[CH:7]=[CH:6][C:5]([C:8]2[N:9]=[C:10]3[CH:15]=[CH:14][C:13]([NH2:16])=[CH:12][N:11]3[CH:17]=2)=[CH:4][CH:3]=1.[B:18]1([B:18]2[O:22][C:21]([CH3:24])([CH3:23])[C:20]([CH3:26])([CH3:25])[O:19]2)[O:22][C:21]([CH3:24])([CH3:23])[C:20]([CH3:26])([CH3:25])[O:19]1.C([O-])(=O)C.[K+]. Product: [CH3:25][C:20]1([CH3:26])[C:21]([CH3:24])([CH3:23])[O:22][B:18]([C:2]2[CH:7]=[CH:6][C:5]([C:8]3[N:9]=[C:10]4[CH:15]=[CH:14][C:13]([NH2:16])=[CH:12][N:11]4[CH:17]=3)=[CH:4][CH:3]=2)[O:19]1. The catalyst class is: 75. (2) Reactant: [Br:1][C:2]1[CH:9]=[CH:8][C:5]([C:6]#[N:7])=[C:4](F)[CH:3]=1.[CH3:11][O-:12].[Na+].C(Cl)Cl. Product: [Br:1][C:2]1[CH:9]=[CH:8][C:5]([C:6]#[N:7])=[C:4]([O:12][CH3:11])[CH:3]=1. The catalyst class is: 1. (3) Reactant: [Cl:1][C:2]1[N:7]=[C:6]([SH:8])[CH:5]=[CH:4][CH:3]=1.C([O-])([O-])=O.[Cs+].[Cs+].Br[CH:16]1[CH2:19][CH2:18][CH2:17]1. Product: [Cl:1][C:2]1[CH:3]=[CH:4][CH:5]=[C:6]([S:8][CH:16]2[CH2:19][CH2:18][CH2:17]2)[N:7]=1. The catalyst class is: 3.